Predict the reactants needed to synthesize the given product. From a dataset of Full USPTO retrosynthesis dataset with 1.9M reactions from patents (1976-2016). (1) Given the product [ClH:45].[C:1]([N:4]1[C:13]2[C:8](=[CH:9][C:10]([C:14]3[CH:15]=[N:16][N:17]([CH2:19][CH2:20][NH:21][CH3:22])[CH:18]=3)=[CH:11][CH:12]=2)[C@H:7]([NH:30][C:31]2[CH:36]=[N:35][CH:34]=[CH:33][N:32]=2)[CH2:6][C@@H:5]1[CH3:37])(=[O:3])[CH3:2], predict the reactants needed to synthesize it. The reactants are: [C:1]([N:4]1[C:13]2[C:8](=[CH:9][C:10]([C:14]3[CH:15]=[N:16][N:17]([CH2:19][CH2:20][N:21](C)[C:22](=O)OC(C)(C)C)[CH:18]=3)=[CH:11][CH:12]=2)[C@H:7]([NH:30][C:31]2[CH:36]=[N:35][CH:34]=[CH:33][N:32]=2)[CH2:6][C@@H:5]1[CH3:37])(=[O:3])[CH3:2].FC(F)(F)C(O)=O.[ClH:45].CCOCC. (2) Given the product [N:1]1([C:2]2[CH:3]=[C:4]3[C:8](=[CH:9][CH:10]=2)[NH:7][CH:6]=[CH:5]3)[CH:11]=[N:23][N:22]=[N:21]1, predict the reactants needed to synthesize it. The reactants are: [NH2:1][C:2]1[CH:3]=[C:4]2[C:8](=[CH:9][CH:10]=1)[NH:7][CH:6]=[CH:5]2.[CH:11](OCC)(OCC)OCC.[N-:21]=[N+:22]=[N-:23].[Na+].O.